Task: Predict the reaction yield, written as a fraction of the theoretical maximum amount of product (1.0 means a 100% yield; for example, 0.34 means a 34% yield).. Dataset: Reaction yield outcomes from USPTO patents with 853,638 reactions (1) The reactants are [CH3:1][NH:2][C:3](=[O:5])[CH3:4].C([N-]C(C)C)(C)C.[Li+].Cl[C:15]1[C:16](=[O:27])[C:17]2[C:22]([C:23](=[O:26])[C:24]=1[Cl:25])=[CH:21][CH:20]=[CH:19][CH:18]=2. The catalyst is C1COCC1. The product is [Cl:25][C:24]1[C:23](=[O:26])[C:22]2[C:17](=[CH:18][CH:19]=[CH:20][CH:21]=2)[C:16](=[O:27])[C:15]=1[N:2]([CH3:1])[C:3](=[O:5])[CH3:4]. The yield is 0.0423. (2) The reactants are Cl[CH2:2][CH2:3][CH2:4][S:5]([N:8]1[CH2:13][CH2:12][CH:11]([C:14]2[C:22]3[C:17](=[C:18]([C:29]([NH2:31])=[O:30])[CH:19]=[C:20]([C:23]4[CH:28]=[CH:27][CH:26]=[CH:25][CH:24]=4)[CH:21]=3)[NH:16][CH:15]=2)[CH2:10][CH2:9]1)(=[O:7])=[O:6].[CH:32]1([CH2:36][OH:37])[CH2:35][CH2:34][CH2:33]1.C([O-])([O-])=O.[K+].[K+].[I-].[Na+]. No catalyst specified. The product is [CH:32]1([CH2:36][O:37][CH2:2][CH2:3][CH2:4][S:5]([N:8]2[CH2:13][CH2:12][CH:11]([C:14]3[C:22]4[C:17](=[C:18]([C:29]([NH2:31])=[O:30])[CH:19]=[C:20]([C:23]5[CH:28]=[CH:27][CH:26]=[CH:25][CH:24]=5)[CH:21]=4)[NH:16][CH:15]=3)[CH2:10][CH2:9]2)(=[O:7])=[O:6])[CH2:35][CH2:34][CH2:33]1. The yield is 0.126. (3) The reactants are [C:1]1([C:18]2[CH:23]=[CH:22][CH:21]=[CH:20][CH:19]=2)[CH:6]=[CH:5][CH:4]=[C:3]([C:7]2[NH:8][C:9]3[C:14]([C:15]=2[CH:16]=O)=[CH:13][CH:12]=[CH:11][CH:10]=3)[CH:2]=1.[Cl:24][C:25]1[CH:30]=[CH:29][C:28]([S:31]([CH2:34][C:35]#[N:36])(=[O:33])=[O:32])=[CH:27][CH:26]=1. No catalyst specified. The product is [C:1]1([C:18]2[CH:23]=[CH:22][CH:21]=[CH:20][CH:19]=2)[CH:6]=[CH:5][CH:4]=[C:3]([C:7]2[NH:8][C:9]3[C:14]([C:15]=2[CH:16]=[C:34]([S:31]([C:28]2[CH:29]=[CH:30][C:25]([Cl:24])=[CH:26][CH:27]=2)(=[O:33])=[O:32])[C:35]#[N:36])=[CH:13][CH:12]=[CH:11][CH:10]=3)[CH:2]=1. The yield is 0.280. (4) The reactants are [F:1][C:2]1([F:17])[CH2:5][C:4]([C:10]2[CH:15]=[CH:14][C:13]([F:16])=[CH:12][CH:11]=2)([C:6]([O:8]C)=[O:7])[CH2:3]1.[OH-].[Na+]. The catalyst is CO.O.C1COCC1. The product is [F:17][C:2]1([F:1])[CH2:3][C:4]([C:10]2[CH:15]=[CH:14][C:13]([F:16])=[CH:12][CH:11]=2)([C:6]([OH:8])=[O:7])[CH2:5]1. The yield is 0.660.